Dataset: Full USPTO retrosynthesis dataset with 1.9M reactions from patents (1976-2016). Task: Predict the reactants needed to synthesize the given product. (1) Given the product [OH:6][CH2:5][C:4]1[CH:3]=[C:2]([NH:1][CH:17]=[C:14]([N+:11]([O-:13])=[O:12])[CH:15]=[O:16])[CH:9]=[CH:8][CH:7]=1, predict the reactants needed to synthesize it. The reactants are: [NH2:1][C:2]1[CH:3]=[C:4]([CH:7]=[CH:8][CH:9]=1)[CH2:5][OH:6].O.[N+:11]([CH:14]([CH:17]=O)[CH:15]=[O:16])([O-:13])=[O:12].[Na].C(O)(=O)/C(=C(\C=O)/Br)/Br. (2) Given the product [NH2:11][C:9]1[CH:8]=[CH:7][CH:6]=[C:5]2[C:10]=1[C:2]([CH2:15][C:16]([O:18][CH2:19][CH3:20])=[O:17])([CH3:1])[C:3](=[O:14])[NH:4]2, predict the reactants needed to synthesize it. The reactants are: [CH3:1][C:2]1([CH2:15][C:16]([O:18][CH2:19][CH3:20])=[O:17])[C:10]2[C:5](=[CH:6][CH:7]=[CH:8][C:9]=2[N+:11]([O-])=O)[NH:4][C:3]1=[O:14]. (3) Given the product [C:1]([CH2:3][C:4]([N:29]1[CH2:34][CH2:33][CH2:32][CH:31]([N:35]2[C:39]3[CH:40]=[CH:41][CH:42]=[CH:43][C:38]=3[N:37]=[C:36]2[NH:44][C:45]([C:47]2[S:48][C:49]([C:52]3[CH:53]=[N:54][NH:55][CH:56]=3)=[CH:50][CH:51]=2)=[O:46])[CH2:30]1)=[O:6])#[N:2], predict the reactants needed to synthesize it. The reactants are: [C:1]([CH2:3][C:4]([OH:6])=O)#[N:2].CN(C(ON1N=NC2C=CC=CC1=2)=[N+](C)C)C.[B-](F)(F)(F)F.[NH:29]1[CH2:34][CH2:33][CH2:32][CH:31]([N:35]2[C:39]3[CH:40]=[CH:41][CH:42]=[CH:43][C:38]=3[N:37]=[C:36]2[NH:44][C:45]([C:47]2[S:48][C:49]([C:52]3[CH:53]=[N:54][NH:55][CH:56]=3)=[CH:50][CH:51]=2)=[O:46])[CH2:30]1.CCN(C(C)C)C(C)C.